This data is from Reaction yield outcomes from USPTO patents with 853,638 reactions. The task is: Predict the reaction yield, written as a fraction of the theoretical maximum amount of product (1.0 means a 100% yield; for example, 0.34 means a 34% yield). The reactants are [C:1](/[N:3]=[C:4](\SC)/[NH:5][C:6]1[CH:11]=[C:10]([Cl:12])[C:9]([C:13]2[CH:18]=[CH:17][CH:16]=[CH:15][C:14]=2[F:19])=[C:8]([Cl:20])[CH:7]=1)#[N:2].[NH2:23][NH2:24]. The catalyst is C(O)C. The product is [Cl:12][C:10]1[CH:11]=[C:6]([NH:5][C:4]2[N:3]=[C:1]([NH2:2])[NH:24][N:23]=2)[CH:7]=[C:8]([Cl:20])[C:9]=1[C:13]1[CH:18]=[CH:17][CH:16]=[CH:15][C:14]=1[F:19]. The yield is 0.720.